This data is from Serine/threonine kinase 33 screen with 319,792 compounds. The task is: Binary Classification. Given a drug SMILES string, predict its activity (active/inactive) in a high-throughput screening assay against a specified biological target. (1) The molecule is Clc1nc2c(cc1C1N(S(=O)(=O)C)N=C(C1)c1occc1)ccc(OC)c2. The result is 0 (inactive). (2) The compound is S(O)(=O)(=O)c1n(CCC)c2c(n1)cccc2. The result is 0 (inactive). (3) The molecule is S=c1[nH]c2c(CCCC2)c(c1C#N)c1occc1. The result is 0 (inactive). (4) The molecule is O(c1ccc(cc1)C(=O)NNC(=O)c1ncccc1)C. The result is 1 (active).